From a dataset of Full USPTO retrosynthesis dataset with 1.9M reactions from patents (1976-2016). Predict the reactants needed to synthesize the given product. (1) Given the product [F:1][C:2]1[C:3]([CH3:23])=[C:4]([C:8]2([C:20]([NH:53][O:52][CH:47]3[CH2:48][CH2:49][CH2:50][CH2:51][O:46]3)=[O:21])[CH2:12][CH2:11][C:10]([C:13]3[CH:14]=[N:15][CH:16]=[C:17]([F:19])[CH:18]=3)=[CH:9]2)[CH:5]=[CH:6][CH:7]=1, predict the reactants needed to synthesize it. The reactants are: [F:1][C:2]1[C:3]([CH3:23])=[C:4]([C:8]2([C:20](O)=[O:21])[CH2:12][CH2:11][C:10]([C:13]3[CH:14]=[N:15][CH:16]=[C:17]([F:19])[CH:18]=3)=[CH:9]2)[CH:5]=[CH:6][CH:7]=1.CCN(CC)CC.CN(C(F)=[N+](C)C)C.F[P-](F)(F)(F)(F)F.[O:46]1[CH2:51][CH2:50][CH2:49][CH2:48][CH:47]1[O:52][NH2:53]. (2) Given the product [Cl:8][C:5]1[CH:6]=[CH:7][C:2]([CH:20]=[O:21])=[C:3]([F:11])[C:4]=1[O:9][CH3:10], predict the reactants needed to synthesize it. The reactants are: Br[C:2]1[CH:7]=[CH:6][C:5]([Cl:8])=[C:4]([O:9][CH3:10])[C:3]=1[F:11].C([Li])CCC.CN([CH:20]=[O:21])C. (3) Given the product [CH:1]1[C:13]2[CH:12]([CH2:14][O:15][C:16]([NH:18][C:19]([CH3:44])([C:21]([NH:23][C@H:24]([C:28]([N:30]([C@@H:32]([C@@H:40]([CH3:43])[CH2:41][CH3:42])[C@H:33]([O:38][CH3:39])[CH2:34][C:35]([N:65]3[CH2:66][CH2:67][CH2:68][C@H:64]3[C@H:48]([O:47][CH3:46])[C@@H:49]([CH3:63])[C:50](=[O:51])[NH:52][CH2:53][C:54]3([C:57]4[CH:62]=[CH:61][CH:60]=[CH:59][CH:58]=4)[CH2:55][CH2:56]3)=[O:36])[CH3:31])=[O:29])[CH:25]([CH3:27])[CH3:26])=[O:22])[CH3:20])=[O:17])[C:11]3[C:6](=[CH:7][CH:8]=[CH:9][CH:10]=3)[C:5]=2[CH:4]=[CH:3][CH:2]=1, predict the reactants needed to synthesize it. The reactants are: [CH:1]1[C:13]2[CH:12]([CH2:14][O:15][C:16]([NH:18][C:19]([CH3:44])([C:21]([NH:23][C@H:24]([C:28]([N:30]([C@@H:32]([C@@H:40]([CH3:43])[CH2:41][CH3:42])[C@H:33]([O:38][CH3:39])[CH2:34][C:35](O)=[O:36])[CH3:31])=[O:29])[CH:25]([CH3:27])[CH3:26])=[O:22])[CH3:20])=[O:17])[C:11]3[C:6](=[CH:7][CH:8]=[CH:9][CH:10]=3)[C:5]=2[CH:4]=[CH:3][CH:2]=1.Cl.[CH3:46][O:47][C@@H:48]([C@@H:64]1[CH2:68][CH2:67][CH2:66][NH:65]1)[C@@H:49]([CH3:63])[C:50]([NH:52][CH2:53][C:54]1([C:57]2[CH:62]=[CH:61][CH:60]=[CH:59][CH:58]=2)[CH2:56][CH2:55]1)=[O:51].CN(C(ON1N=NC2C=CC=NC1=2)=[N+](C)C)C.F[P-](F)(F)(F)(F)F.C(N(CC)CC)C. (4) Given the product [Br:1][C:2]1[CH:3]=[CH:4][C:5]([CH2:8][C:9]([N:12]2[CH2:17][CH2:16][O:15][CH2:14][CH2:13]2)=[O:11])=[CH:6][CH:7]=1, predict the reactants needed to synthesize it. The reactants are: [Br:1][C:2]1[CH:7]=[CH:6][C:5]([CH2:8][C:9]([OH:11])=O)=[CH:4][CH:3]=1.[NH:12]1[CH2:17][CH2:16][O:15][CH2:14][CH2:13]1.CCN=C=NCCCN(C)C.C1C=CC2N(O)N=NC=2C=1.CCN(C(C)C)C(C)C. (5) The reactants are: F[P-](F)(F)(F)(F)F.N1(O[P+](N(C)C)(N(C)C)N(C)C)C2C=CC=CC=2N=N1.[CH:28]1([CH2:34][C@H:35]([N:39]2[CH2:47][C:46]3[C:41](=[CH:42][CH:43]=[CH:44][C:45]=3[S:48]([CH3:51])(=[O:50])=[O:49])[C:40]2=[O:52])[C:36](O)=[O:37])[CH2:33][CH2:32][CH2:31][CH2:30][CH2:29]1.C1(C[C@H](N2CC3C(=C(S(C)(=O)=O)C=CC=3)C2=O)C(O)=O)CCCCC1.[NH2:78][C:79]1[S:80][CH:81]=[CH:82][N:83]=1.C1(C[C@H](N2CC3C(=CC=CC=3)C2=O)C(NC2SC=CN=2)=O)CCCCC1. Given the product [CH:28]1([CH2:34][C@H:35]([N:39]2[CH2:47][C:46]3[C:41](=[CH:42][CH:43]=[CH:44][C:45]=3[S:48]([CH3:51])(=[O:49])=[O:50])[C:40]2=[O:52])[C:36]([NH:78][C:79]2[S:80][CH:81]=[CH:82][N:83]=2)=[O:37])[CH2:29][CH2:30][CH2:31][CH2:32][CH2:33]1, predict the reactants needed to synthesize it. (6) Given the product [Br:21][C:22]1[C:23]([C:28]2[NH:32][N:31]=[CH:30][N:29]=2)=[C:24]([NH:27][C:13](=[O:15])[CH2:12][N:9]2[C:10]3[C:5](=[CH:4][C:3]([C:17]([F:19])([F:18])[F:20])=[C:2]([F:1])[CH:11]=3)[CH:6]=[CH:7][C:8]2=[O:16])[S:25][CH:26]=1, predict the reactants needed to synthesize it. The reactants are: [F:1][C:2]1[CH:11]=[C:10]2[C:5]([CH:6]=[CH:7][C:8](=[O:16])[N:9]2[CH2:12][C:13]([OH:15])=O)=[CH:4][C:3]=1[C:17]([F:20])([F:19])[F:18].[Br:21][C:22]1[C:23]([C:28]2[NH:32][N:31]=[CH:30][N:29]=2)=[C:24]([NH2:27])[S:25][CH:26]=1.